From a dataset of Full USPTO retrosynthesis dataset with 1.9M reactions from patents (1976-2016). Predict the reactants needed to synthesize the given product. (1) Given the product [Cl:1][C:2]1[N:7]=[C:6]([NH:8][C@@H:9]([C:12]([CH3:15])([CH3:14])[CH3:13])/[CH:10]=[CH:24]/[C:25]([O:27][CH2:28][CH3:29])=[O:26])[C:5]([F:16])=[CH:4][N:3]=1, predict the reactants needed to synthesize it. The reactants are: [Cl:1][C:2]1[N:7]=[C:6]([NH:8][C@@H:9]([C:12]([CH3:15])([CH3:14])[CH3:13])[CH:10]=O)[C:5]([F:16])=[CH:4][N:3]=1.C1(P(C2C=CC=CC=2)(C2C=CC=CC=2)=[CH:24][C:25]([O:27][CH2:28][CH3:29])=[O:26])C=CC=CC=1. (2) Given the product [N:20]([C:8]1[CH:7]=[CH:6][C:5]([C:10]2[CH:11]=[C:12]([CH:17]=[CH:18][N:19]=2)[C:13]([O:15][CH3:16])=[O:14])=[CH:4][C:3]=1[C:1]#[N:2])=[N+:21]=[N-:22], predict the reactants needed to synthesize it. The reactants are: [C:1]([C:3]1[CH:4]=[C:5]([C:10]2[CH:11]=[C:12]([CH:17]=[CH:18][N:19]=2)[C:13]([O:15][CH3:16])=[O:14])[CH:6]=[CH:7][C:8]=1F)#[N:2].[N-:20]=[N+:21]=[N-:22].[Na+]. (3) Given the product [C:21]([O:20][C:18]([NH:7][C@@H:8]([CH3:9])[C:10]([NH:12][C@@H:13]([CH3:14])[C:15]([NH:34][CH2:35][C:36](=[C:38]1[CH2:43][CH2:42][CH2:41][N:40]([C:44]2[C:53]([O:54][CH3:55])=[C:52]3[C:47]([C:48](=[O:62])[C:49]([C:59]([OH:61])=[O:60])=[CH:50][N:51]3[CH:56]3[CH2:58][CH2:57]3)=[CH:46][C:45]=2[F:63])[CH2:39]1)[F:37])=[O:17])=[O:11])=[O:19])([CH3:24])([CH3:23])[CH3:22], predict the reactants needed to synthesize it. The reactants are: ClC(OCC)=O.[NH:7]([C:18]([O:20][C:21]([CH3:24])([CH3:23])[CH3:22])=[O:19])[C@H:8]([C:10]([NH:12][C@H:13]([C:15]([OH:17])=O)[CH3:14])=[O:11])[CH3:9].CCN(C(C)C)C(C)C.[NH2:34][CH2:35][C:36](=[C:38]1[CH2:43][CH2:42][CH2:41][N:40]([C:44]2[C:53]([O:54][CH3:55])=[C:52]3[C:47]([C:48](=[O:62])[C:49]([C:59]([OH:61])=[O:60])=[CH:50][N:51]3[CH:56]3[CH2:58][CH2:57]3)=[CH:46][C:45]=2[F:63])[CH2:39]1)[F:37]. (4) Given the product [CH3:1][O:2][C:3]1[CH:4]=[C:5]2[C:10](=[CH:11][C:12]=1[O:13][CH3:14])[C:9]([CH3:15])=[N:8][C:7]([C:16]1[CH:17]=[C:18]([NH:19][C:30](=[O:32])[CH3:31])[CH:20]=[CH:21][CH:22]=1)=[CH:6]2, predict the reactants needed to synthesize it. The reactants are: [CH3:1][O:2][C:3]1[CH:4]=[C:5]2[C:10](=[CH:11][C:12]=1[O:13][CH3:14])[C:9]([CH3:15])=[N:8][C:7]([C:16]1[CH:17]=[C:18]([CH:20]=[CH:21][CH:22]=1)[NH2:19])=[CH:6]2.CCN(CC)CC.[C:30](Cl)(=[O:32])[CH3:31].